This data is from Reaction yield outcomes from USPTO patents with 853,638 reactions. The task is: Predict the reaction yield, written as a fraction of the theoretical maximum amount of product (1.0 means a 100% yield; for example, 0.34 means a 34% yield). (1) The reactants are [N:1]([C:4]([C:7]1[CH:12]=[CH:11][C:10]([NH:13][C:14]([C:16]2[NH:17][CH:18]=[C:19]([C:21]#[N:22])[N:20]=2)=[O:15])=[C:9]([C:23]2[CH2:28][CH2:27][CH2:26][CH2:25][CH:24]=2)[CH:8]=1)([CH3:6])[CH3:5])=[N+]=[N-].[C:29]([OH:32])(=[O:31])[CH3:30]. The catalyst is C1COCC1.[Zn]. The product is [C:29]([OH:32])(=[O:31])[CH3:30].[NH2:1][C:4]([C:7]1[CH:12]=[CH:11][C:10]([NH:13][C:14]([C:16]2[NH:17][CH:18]=[C:19]([C:21]#[N:22])[N:20]=2)=[O:15])=[C:9]([C:23]2[CH2:28][CH2:27][CH2:26][CH2:25][CH:24]=2)[CH:8]=1)([CH3:6])[CH3:5]. The yield is 0.910. (2) The reactants are [OH:1][C:2]1[CH:11]=[C:10]2[C:5]([CH:6]([CH2:20][CH2:21][CH2:22][O:23][C:24]3[CH:29]=[CH:28][C:27]([O:30][CH2:31][CH2:32][S:33][CH2:34][CH2:35][CH2:36][C:37]([F:43])([F:42])[C:38]([F:41])([F:40])[F:39])=[CH:26][CH:25]=3)[C:7]([C:13]3[CH:18]=[CH:17][C:16]([OH:19])=[CH:15][CH:14]=3)([CH3:12])[CH2:8][S:9]2)=[CH:4][CH:3]=1.[OH2:44]. The catalyst is O1CCCC1.O. The product is [OH:1][C:2]1[CH:11]=[C:10]2[C:5]([CH:6]([CH2:20][CH2:21][CH2:22][O:23][C:24]3[CH:29]=[CH:28][C:27]([O:30][CH2:31][CH2:32][S:33]([CH2:34][CH2:35][CH2:36][C:37]([F:43])([F:42])[C:38]([F:39])([F:40])[F:41])=[O:44])=[CH:26][CH:25]=3)[C:7]([C:13]3[CH:18]=[CH:17][C:16]([OH:19])=[CH:15][CH:14]=3)([CH3:12])[CH2:8][S:9]2)=[CH:4][CH:3]=1. The yield is 0.570. (3) The reactants are [S:1]1[C:5]([C:6]([C:9]2[CH:17]=[C:16]([O:18][CH3:19])[CH:15]=[CH:14][C:10]=2[C:11]([OH:13])=O)([CH3:8])[CH3:7])=[CH:4][C:3]2[CH:20]=[CH:21][CH:22]=[CH:23][C:2]1=2. The catalyst is O. The product is [CH3:19][O:18][C:16]1[CH:17]=[C:9]2[C:10](=[CH:14][CH:15]=1)[C:11](=[O:13])[C:4]1[C:3]3[CH:20]=[CH:21][CH:22]=[CH:23][C:2]=3[S:1][C:5]=1[C:6]2([CH3:7])[CH3:8]. The yield is 0.630. (4) The reactants are [N:1]1[CH:6]=[CH:5][C:4]([CH2:7][CH2:8][CH2:9]O)=[CH:3][CH:2]=1.C1(P(C2C=CC=CC=2)C2C=CC=CC=2)C=CC=CC=1.[Cl:30]N1C(=O)CCC1=O. The product is [Cl:30][CH2:9][CH2:8][CH2:7][C:4]1[CH:5]=[CH:6][N:1]=[CH:2][CH:3]=1. The catalyst is ClCCl. The yield is 0.788. (5) The reactants are Cl.[NH:2]1[CH2:7][CH2:6][S:5](=[O:8])[CH2:4][CH2:3]1.[CH2:9]([C:11]1[CH:12]=[C:13]([O:29][C:30]2[CH:31]=[N:32][C:33]([S:36]([CH3:39])(=[O:38])=[O:37])=[CH:34][CH:35]=2)[CH:14]=[C:15]2[C:19]=1[NH:18][C:17]([C:20]1[S:21][CH:22]([CH2:25][C:26](O)=[O:27])[CH2:23][N:24]=1)=[CH:16]2)[CH3:10].ON1C2C=CC=CC=2N=N1.Cl.C(N=C=NCCCN(C)C)C. The catalyst is CN(C)C=O.O.C(N(CC)CC)C. The product is [CH2:9]([C:11]1[CH:12]=[C:13]([O:29][C:30]2[CH:31]=[N:32][C:33]([S:36]([CH3:39])(=[O:37])=[O:38])=[CH:34][CH:35]=2)[CH:14]=[C:15]2[C:19]=1[NH:18][C:17]([C:20]1[S:21][CH:22]([CH2:25][C:26]([N:2]3[CH2:7][CH2:6][S:5](=[O:8])[CH2:4][CH2:3]3)=[O:27])[CH2:23][N:24]=1)=[CH:16]2)[CH3:10]. The yield is 0.580. (6) The reactants are [N:1]1[C:10]2[C:5](=[CH:6][C:7]([CH2:11][N:12]3[C:16]4=[N:17][C:18]([CH:21]=O)=[CH:19][N:20]=[C:15]4[N:14]=[N:13]3)=[CH:8][CH:9]=2)[CH:4]=[CH:3][CH:2]=1.Cl.[NH2:24][O:25][CH2:26][CH2:27][OH:28]. No catalyst specified. The product is [OH:28][CH2:27][CH2:26][O:25]/[N:24]=[CH:21]/[C:18]1[N:17]=[C:16]2[N:12]([CH2:11][C:7]3[CH:6]=[C:5]4[C:10](=[CH:9][CH:8]=3)[N:1]=[CH:2][CH:3]=[CH:4]4)[N:13]=[N:14][C:15]2=[N:20][CH:19]=1. The yield is 0.450.